This data is from Forward reaction prediction with 1.9M reactions from USPTO patents (1976-2016). The task is: Predict the product of the given reaction. (1) Given the reactants [Cl:1][C:2]1[CH:3]=[C:4]2[C:9](=[CH:10][CH:11]=1)[CH:8]=[C:7]([S:12]([N:15]1[CH2:20][CH2:19][N:18]([C:21](=[O:34])[C:22]3[CH:27]=[CH:26][C:25]([C:28]4[CH:33]=[CH:32][N:31]=[CH:30][CH:29]=4)=[CH:24][CH:23]=3)[CH2:17][CH2:16]1)(=[O:14])=[O:13])[CH:6]=[CH:5]2.ClC1C=CC=C(C(OO)=[O:43])C=1.S([O-])([O-])=O.[Na+].[Na+].C(=O)(O)[O-].[Na+], predict the reaction product. The product is: [Cl:1][C:2]1[CH:3]=[C:4]2[C:9](=[CH:10][CH:11]=1)[CH:8]=[C:7]([S:12]([N:15]1[CH2:20][CH2:19][N:18]([C:21]([C:22]3[CH:23]=[CH:24][C:25]([C:28]4[CH:33]=[CH:32][N+:31]([O-:43])=[CH:30][CH:29]=4)=[CH:26][CH:27]=3)=[O:34])[CH2:17][CH2:16]1)(=[O:14])=[O:13])[CH:6]=[CH:5]2. (2) Given the reactants C(Cl)(=O)C(Cl)=O.CS(C)=O.[CH3:11][C:12]1([CH2:24][CH2:25][OH:26])[C:21]2[C:16](=[CH:17][CH:18]=[C:19]([S:22][CH3:23])[CH:20]=2)[O:15][CH2:14][CH2:13]1.C(N(CC)CC)C, predict the reaction product. The product is: [CH3:11][C:12]1([CH2:24][CH:25]=[O:26])[C:21]2[C:16](=[CH:17][CH:18]=[C:19]([S:22][CH3:23])[CH:20]=2)[O:15][CH2:14][CH2:13]1. (3) Given the reactants [Br:1][C:2]1[CH:3]=[C:4]([C:8]2([C:16]3[CH:21]=[CH:20][C:19]([O:22]C)=[CH:18][CH:17]=3)[NH:12][C:11](=[S:13])[N:10]([CH3:14])[C:9]2=[O:15])[CH:5]=[N:6][CH:7]=1.B(Br)(Br)Br.O.[OH-].[NH4+], predict the reaction product. The product is: [Br:1][C:2]1[CH:3]=[C:4]([C:8]2([C:16]3[CH:21]=[CH:20][C:19]([OH:22])=[CH:18][CH:17]=3)[NH:12][C:11](=[S:13])[N:10]([CH3:14])[C:9]2=[O:15])[CH:5]=[N:6][CH:7]=1. (4) Given the reactants [Si:1](Cl)([C:4]([CH3:7])([CH3:6])[CH3:5])([CH3:3])[CH3:2].[Br:9][C:10]1[CH:18]=[CH:17][CH:16]=[C:15]2[C:11]=1[CH2:12][CH2:13][CH:14]2[OH:19].N1C=CN=C1, predict the reaction product. The product is: [Br:9][C:10]1[CH:18]=[CH:17][CH:16]=[C:15]2[C:11]=1[CH2:12][CH2:13][CH:14]2[O:19][Si:1]([C:4]([CH3:7])([CH3:6])[CH3:5])([CH3:3])[CH3:2]. (5) Given the reactants [O:1]1[CH2:6][CH2:5][CH2:4][C:3](=[O:7])[CH2:2]1.[C:8]1([CH:15]=[CH:14][CH:13]=[C:11]([OH:12])[CH:10]=1)[OH:9].[OH-].[Na+].Cl.[Cl-].[Na+], predict the reaction product. The product is: [OH:7][C:3]1([C:13]2[CH:14]=[CH:15][C:8]([OH:9])=[CH:10][C:11]=2[OH:12])[CH2:4][CH2:5][CH2:6][O:1][CH2:2]1. (6) Given the reactants [Br:1][C:2]1[CH:15]=[CH:14][C:5]([O:6][C:7]2[CH:12]=[CH:11][CH:10]=[CH:9][C:8]=2[OH:13])=[C:4]([O:16][CH3:17])[CH:3]=1.[C:18]([O-])([O-])=O.[Cs+].[Cs+].CI.O, predict the reaction product. The product is: [Br:1][C:2]1[CH:15]=[CH:14][C:5]([O:6][C:7]2[CH:12]=[CH:11][CH:10]=[CH:9][C:8]=2[O:13][CH3:18])=[C:4]([O:16][CH3:17])[CH:3]=1.